Task: Regression. Given two drug SMILES strings and cell line genomic features, predict the synergy score measuring deviation from expected non-interaction effect.. Dataset: Merck oncology drug combination screen with 23,052 pairs across 39 cell lines Drug 1: NC1CCCCC1N.O=C(O)C(=O)O.[Pt+2]. Drug 2: Cn1cc(-c2cnn3c(N)c(Br)c(C4CCCNC4)nc23)cn1. Cell line: A375. Synergy scores: synergy=19.4.